From a dataset of HIV replication inhibition screening data with 41,000+ compounds from the AIDS Antiviral Screen. Binary Classification. Given a drug SMILES string, predict its activity (active/inactive) in a high-throughput screening assay against a specified biological target. The compound is CCCCNC(=O)OCCN=C1c2ccccc2C(Br)C(Br)c2ccccc21. The result is 0 (inactive).